Dataset: NCI-60 drug combinations with 297,098 pairs across 59 cell lines. Task: Regression. Given two drug SMILES strings and cell line genomic features, predict the synergy score measuring deviation from expected non-interaction effect. (1) Drug 1: CC1CCC2CC(C(=CC=CC=CC(CC(C(=O)C(C(C(=CC(C(=O)CC(OC(=O)C3CCCCN3C(=O)C(=O)C1(O2)O)C(C)CC4CCC(C(C4)OC)OCCO)C)C)O)OC)C)C)C)OC. Drug 2: CN(C(=O)NC(C=O)C(C(C(CO)O)O)O)N=O. Cell line: MDA-MB-231. Synergy scores: CSS=6.43, Synergy_ZIP=-1.75, Synergy_Bliss=0.652, Synergy_Loewe=0.770, Synergy_HSA=1.87. (2) Drug 1: C(=O)(N)NO. Drug 2: C(CN)CNCCSP(=O)(O)O. Cell line: CCRF-CEM. Synergy scores: CSS=10.1, Synergy_ZIP=-7.12, Synergy_Bliss=-6.04, Synergy_Loewe=-25.1, Synergy_HSA=-5.54. (3) Drug 1: COC1=CC(=CC(=C1O)OC)C2C3C(COC3=O)C(C4=CC5=C(C=C24)OCO5)OC6C(C(C7C(O6)COC(O7)C8=CC=CS8)O)O. Drug 2: C1=CC=C(C(=C1)C(C2=CC=C(C=C2)Cl)C(Cl)Cl)Cl. Cell line: A549. Synergy scores: CSS=45.8, Synergy_ZIP=4.86, Synergy_Bliss=6.50, Synergy_Loewe=-25.9, Synergy_HSA=6.99. (4) Drug 1: CC1CCC2CC(C(=CC=CC=CC(CC(C(=O)C(C(C(=CC(C(=O)CC(OC(=O)C3CCCCN3C(=O)C(=O)C1(O2)O)C(C)CC4CCC(C(C4)OC)OCCO)C)C)O)OC)C)C)C)OC. Drug 2: COC1=C2C(=CC3=C1OC=C3)C=CC(=O)O2. Cell line: SK-OV-3. Synergy scores: CSS=13.1, Synergy_ZIP=-1.60, Synergy_Bliss=3.70, Synergy_Loewe=-14.1, Synergy_HSA=0.365. (5) Drug 1: C1=CC(=CC=C1C#N)C(C2=CC=C(C=C2)C#N)N3C=NC=N3. Drug 2: CS(=O)(=O)OCCCCOS(=O)(=O)C. Cell line: KM12. Synergy scores: CSS=-1.76, Synergy_ZIP=-0.106, Synergy_Bliss=0.694, Synergy_Loewe=-0.551, Synergy_HSA=-1.35. (6) Drug 1: C1CC(=O)NC(=O)C1N2CC3=C(C2=O)C=CC=C3N. Drug 2: CC12CCC3C(C1CCC2OP(=O)(O)O)CCC4=C3C=CC(=C4)OC(=O)N(CCCl)CCCl.[Na+]. Cell line: EKVX. Synergy scores: CSS=3.61, Synergy_ZIP=-1.91, Synergy_Bliss=-0.347, Synergy_Loewe=1.43, Synergy_HSA=0.624. (7) Drug 1: COCCOC1=C(C=C2C(=C1)C(=NC=N2)NC3=CC=CC(=C3)C#C)OCCOC.Cl. Drug 2: CC1C(C(CC(O1)OC2CC(CC3=C2C(=C4C(=C3O)C(=O)C5=CC=CC=C5C4=O)O)(C(=O)C)O)N)O. Cell line: NCI-H226. Synergy scores: CSS=64.5, Synergy_ZIP=2.30, Synergy_Bliss=4.16, Synergy_Loewe=7.04, Synergy_HSA=8.00.